From a dataset of Full USPTO retrosynthesis dataset with 1.9M reactions from patents (1976-2016). Predict the reactants needed to synthesize the given product. (1) Given the product [CH2:27]([C:36]1[CH:43]=[CH:42][C:39]([CH2:40][NH:1][CH2:2][CH2:3][CH2:4][P:5](=[O:7])([OH:6])[OH:8])=[CH:38][CH:37]=1)[CH2:28][CH2:29][CH2:30][CH2:31][CH2:32][CH2:33][CH2:34][CH3:35], predict the reactants needed to synthesize it. The reactants are: [NH2:1][CH2:2][CH2:3][CH2:4][P:5](=[O:8])([OH:7])[OH:6].[OH-].C([N+](CCCC)(CCCC)CCCC)CCC.[CH2:27]([C:36]1[CH:43]=[CH:42][C:39]([CH2:40]I)=[CH:38][CH:37]=1)[CH2:28][CH2:29][CH2:30][CH2:31][CH2:32][CH2:33][CH2:34][CH3:35].CCN(C(C)C)C(C)C.Cl. (2) Given the product [Cl:1][C:2]1[CH:3]=[CH:4][C:5]([F:25])=[C:6]([C:8]2[CH:9]=[C:10]([NH:14][CH:15]([C:19]3[CH:24]=[CH:23][CH:22]=[CH:21][CH:20]=3)[C:16]([NH:63][S:60]([CH3:59])(=[O:62])=[O:61])=[O:17])[CH:11]=[N:12][CH:13]=2)[CH:7]=1, predict the reactants needed to synthesize it. The reactants are: [Cl:1][C:2]1[CH:3]=[CH:4][C:5]([F:25])=[C:6]([C:8]2[CH:9]=[C:10]([NH:14][C@H:15]([C:19]3[CH:24]=[CH:23][CH:22]=[CH:21][CH:20]=3)[C:16](O)=[O:17])[CH:11]=[N:12][CH:13]=2)[CH:7]=1.CN(C(ON1N=NC2C=CC=NC1=2)=[N+](C)C)C.F[P-](F)(F)(F)(F)F.C(N(CC)C(C)C)(C)C.[CH3:59][S:60]([NH2:63])(=[O:62])=[O:61]. (3) Given the product [CH2:12]([C:5]1[N:6]([CH2:7][C:8]([OH:11])([CH3:10])[CH3:9])[C:2]([I:19])=[C:3]([C:16]#[N:17])[N:4]=1)[CH2:13][CH2:14][CH3:15], predict the reactants needed to synthesize it. The reactants are: N[C:2]1[N:6]([CH2:7][C:8]([OH:11])([CH3:10])[CH3:9])[C:5]([CH2:12][CH2:13][CH2:14][CH3:15])=[N:4][C:3]=1[C:16]#[N:17].C(I)[I:19].C(ON=O)CC(C)C. (4) Given the product [NH2:17][C:13]1[CH:12]=[C:11]2[C:16]([C:8]3[C:7]([C:27]4[CH:32]=[CH:31][CH:30]=[C:29]([N:33]5[CH2:41][C:40]6[C:35](=[CH:36][C:37]([Cl:42])=[CH:38][CH:39]=6)[C:34]5=[O:43])[C:28]=4[CH3:44])=[CH:6][N:5]=[C:4]([C:1]([NH2:2])=[O:3])[C:9]=3[NH:10]2)=[CH:15][CH:14]=1, predict the reactants needed to synthesize it. The reactants are: [C:1]([C:4]1[C:9]2[NH:10][C:11]3[C:16]([C:8]=2[C:7]([C:27]2[CH:32]=[CH:31][CH:30]=[C:29]([N:33]4[CH2:41][C:40]5[C:35](=[CH:36][C:37]([Cl:42])=[CH:38][CH:39]=5)[C:34]4=[O:43])[C:28]=2[CH3:44])=[CH:6][N:5]=1)=[CH:15][CH:14]=[C:13]([NH:17]C(=O)OCC[Si](C)(C)C)[CH:12]=3)(=[O:3])[NH2:2].CCCC[N+](CCCC)(CCCC)CCCC.[F-].C1COCC1.CCOC(C)=O. (5) Given the product [CH3:1][N:2](/[CH:4]=[C:13]1/[C:14](=[O:19])[NH:15][C:16]2[C:12]/1=[CH:11][C:10]([F:9])=[CH:18][CH:17]=2)[CH3:3], predict the reactants needed to synthesize it. The reactants are: [CH3:1][N:2]([CH:4](OC)OC)[CH3:3].[F:9][C:10]1[CH:11]=[C:12]2[C:16](=[CH:17][CH:18]=1)[NH:15][C:14](=[O:19])[CH2:13]2.O.